This data is from NCI-60 drug combinations with 297,098 pairs across 59 cell lines. The task is: Regression. Given two drug SMILES strings and cell line genomic features, predict the synergy score measuring deviation from expected non-interaction effect. (1) Drug 1: C1=C(C(=O)NC(=O)N1)F. Drug 2: COC1=C2C(=CC3=C1OC=C3)C=CC(=O)O2. Cell line: OVCAR-5. Synergy scores: CSS=32.5, Synergy_ZIP=-0.138, Synergy_Bliss=-2.43, Synergy_Loewe=-6.17, Synergy_HSA=-2.55. (2) Drug 1: CN1CCC(CC1)COC2=C(C=C3C(=C2)N=CN=C3NC4=C(C=C(C=C4)Br)F)OC. Drug 2: CCC1=CC2CC(C3=C(CN(C2)C1)C4=CC=CC=C4N3)(C5=C(C=C6C(=C5)C78CCN9C7C(C=CC9)(C(C(C8N6C)(C(=O)OC)O)OC(=O)C)CC)OC)C(=O)OC.C(C(C(=O)O)O)(C(=O)O)O. Cell line: M14. Synergy scores: CSS=29.4, Synergy_ZIP=10.6, Synergy_Bliss=10.5, Synergy_Loewe=-24.5, Synergy_HSA=8.36.